From a dataset of Catalyst prediction with 721,799 reactions and 888 catalyst types from USPTO. Predict which catalyst facilitates the given reaction. (1) Reactant: [F:1][C:2]1[CH:7]=[C:6]([F:8])[CH:5]=[CH:4][C:3]=1[C:9](=[O:13])[CH2:10][C:11]#[N:12].[CH3:14][O:15][C:16]1[CH:21]=[CH:20][C:19]([NH2:22])=[CH:18][CH:17]=1. Product: [F:1][C:2]1[CH:7]=[C:6]([F:8])[CH:5]=[CH:4][C:3]=1[C:9](=[O:13])[CH2:10][C:11](=[NH:12])[NH:22][C:19]1[CH:20]=[CH:21][C:16]([O:15][CH3:14])=[CH:17][CH:18]=1. The catalyst class is: 8. (2) Reactant: [CH3:1][C@H:2]1[CH2:7][NH:6][CH2:5][C@@H:4]([CH3:8])[NH:3]1.[Li]CCCC.C[Si](Cl)(C)C.Cl[C:20]1[S:21][C:22]2[CH:28]=[C:27]([C:29]([F:32])([F:31])[F:30])[CH:26]=[CH:25][C:23]=2[N:24]=1. Product: [CH3:1][CH:2]1[CH2:7][NH:6][CH2:5][CH:4]([CH3:8])[N:3]1[C:20]1[S:21][C:22]2[CH:28]=[C:27]([C:29]([F:32])([F:31])[F:30])[CH:26]=[CH:25][C:23]=2[N:24]=1. The catalyst class is: 30. (3) Reactant: [F:1][CH2:2][CH2:3][O:4][C:5]1[C:14]([C:15]([O:17]C)=[O:16])=[C:13]2[C:8]([CH:9]=[CH:10][CH:11]=[N:12]2)=[CH:7][CH:6]=1.O.[Li+].[OH-].Cl. Product: [F:1][CH2:2][CH2:3][O:4][C:5]1[C:14]([C:15]([OH:17])=[O:16])=[C:13]2[C:8]([CH:9]=[CH:10][CH:11]=[N:12]2)=[CH:7][CH:6]=1. The catalyst class is: 92. (4) Reactant: [CH3:1][O:2][C:3]1[CH:12]=[C:11]([O:13][CH3:14])[CH:10]=[C:9]2[C:4]=1[C:5](=[O:27])[NH:6][C:7]([C:15]1[CH:20]=[CH:19][C:18]([N:21]3[CH2:26][CH2:25][NH:24][CH2:23][CH2:22]3)=[CH:17][CH:16]=1)=[N:8]2.CCN(CC)CC.[C:35](Cl)(=[O:42])[C:36]1[CH:41]=[CH:40][CH:39]=[CH:38][CH:37]=1. Product: [C:35]([N:24]1[CH2:23][CH2:22][N:21]([C:18]2[CH:19]=[CH:20][C:15]([C:7]3[NH:6][C:5](=[O:27])[C:4]4[C:9](=[CH:10][C:11]([O:13][CH3:14])=[CH:12][C:3]=4[O:2][CH3:1])[N:8]=3)=[CH:16][CH:17]=2)[CH2:26][CH2:25]1)(=[O:42])[C:36]1[CH:41]=[CH:40][CH:39]=[CH:38][CH:37]=1. The catalyst class is: 2. (5) Reactant: [CH3:1][O:2][C:3]1[CH:4]=[C:5]([CH:19]=[C:20]([O:24][CH3:25])[C:21]=1[O:22]C)[O:6][C:7]1[CH:8]=[C:9]2[C:13](=[CH:14][CH:15]=1)[NH:12][C:11]([NH2:16])=[C:10]2[C:17]#[N:18].C[Si](I)(C)C.[O-]S([O-])(=S)=O.[Na+].[Na+]. Product: [CH3:25][O:24][C:20]1[CH:19]=[C:5]([CH:4]=[C:3]([O:2][CH3:1])[C:21]=1[OH:22])[O:6][C:7]1[CH:8]=[C:9]2[C:13](=[CH:14][CH:15]=1)[NH:12][C:11]([NH2:16])=[C:10]2[C:17]#[N:18]. The catalyst class is: 2. (6) Reactant: [CH3:1][O:2][C:3](=[O:26])[CH2:4][C:5]1[CH:6]=[C:7]([C:13]2[CH:18]=[CH:17][C:16]([C:19]([F:22])([F:21])[F:20])=[CH:15][C:14]=2[CH2:23][NH:24][CH3:25])[C:8]([O:11][CH3:12])=[CH:9][CH:10]=1.C(N(CC)CC)C.[C:34](Cl)(=[O:36])[CH3:35]. Product: [CH3:1][O:2][C:3](=[O:26])[CH2:4][C:5]1[CH:6]=[C:7]([C:13]2[CH:18]=[CH:17][C:16]([C:19]([F:21])([F:20])[F:22])=[CH:15][C:14]=2[CH2:23][N:24]([C:34](=[O:36])[CH3:35])[CH3:25])[C:8]([O:11][CH3:12])=[CH:9][CH:10]=1. The catalyst class is: 34. (7) Reactant: [NH3:1].[CH2:2]([O:4][C:5]([C:7]1[C:8]2[S:16][CH:15]=[C:14]([CH2:17][O:18][C:19]3[CH:24]=[CH:23][CH:22]=[C:21]([C:25]4[N:26]=[N:27][N:28]([CH3:30])[N:29]=4)[CH:20]=3)[C:9]=2[C:10](Cl)=[N:11][CH:12]=1)=[O:6])[CH3:3]. Product: [CH2:2]([O:4][C:5]([C:7]1[C:8]2[S:16][CH:15]=[C:14]([CH2:17][O:18][C:19]3[CH:24]=[CH:23][CH:22]=[C:21]([C:25]4[N:26]=[N:27][N:28]([CH3:30])[N:29]=4)[CH:20]=3)[C:9]=2[C:10]([NH2:1])=[N:11][CH:12]=1)=[O:6])[CH3:3]. The catalyst class is: 41.